This data is from Reaction yield outcomes from USPTO patents with 853,638 reactions. The task is: Predict the reaction yield, written as a fraction of the theoretical maximum amount of product (1.0 means a 100% yield; for example, 0.34 means a 34% yield). The reactants are [OH:1][C:2]1[CH:7]=[CH:6][C:5]([C:8](=[O:10])[CH3:9])=[CH:4][C:3]=1[O:11][CH3:12].C(=O)([O-])[O-].[K+].[K+].[CH2:19](Br)[C:20]1[CH:25]=[CH:24][CH:23]=[CH:22][CH:21]=1.C[N:28](C)C=O. The catalyst is [I-].C([N+](CCCC)(CCCC)CCCC)CCC. The product is [NH2:28][C:6]1[CH:7]=[C:2]([O:1][CH2:19][C:20]2[CH:25]=[CH:24][CH:23]=[CH:22][CH:21]=2)[C:3]([O:11][CH3:12])=[CH:4][C:5]=1[C:8](=[O:10])[CH3:9]. The yield is 0.770.